Dataset: Forward reaction prediction with 1.9M reactions from USPTO patents (1976-2016). Task: Predict the product of the given reaction. (1) The product is: [NH2:1][C:2]1[C:3]2[N:4]([C:8]([C@H:30]3[CH2:40][N:34]4[C:35](=[O:39])[CH2:36][N:37]([CH2:47][C:48]([O:50][CH3:51])=[O:49])[CH2:38][C@@H:33]4[CH2:32][CH2:31]3)=[N:9][C:10]=2[C:11]2[CH:29]=[CH:28][C:14]([C:15](=[O:16])[NH:17][C:18]3[CH:23]=[C:22]([C:24]([F:25])([F:27])[F:26])[CH:21]=[CH:20][N:19]=3)=[CH:13][CH:12]=2)[CH:5]=[CH:6][N:7]=1. Given the reactants [NH2:1][C:2]1[C:3]2[N:4]([C:8]([C@H:30]3[CH2:40][N:34]4[C:35](=[O:39])[CH2:36][NH:37][CH2:38][C@@H:33]4[CH2:32][CH2:31]3)=[N:9][C:10]=2[C:11]2[CH:29]=[CH:28][C:14]([C:15]([NH:17][C:18]3[CH:23]=[C:22]([C:24]([F:27])([F:26])[F:25])[CH:21]=[CH:20][N:19]=3)=[O:16])=[CH:13][CH:12]=2)[CH:5]=[CH:6][N:7]=1.C([O-])(O)=O.[Na+].Br[CH2:47][C:48]([O:50][CH3:51])=[O:49].O, predict the reaction product. (2) The product is: [C:41]1([C:47]2[NH:1][C:2]3[C:3]([C:48]=2[CH3:49])=[CH:4][C:5]([C:6]([O:8][CH2:9][CH3:10])=[O:7])=[CH:11][CH:12]=3)[CH:46]=[CH:45][CH:44]=[CH:43][CH:42]=1. Given the reactants [NH2:1][C:2]1[CH:12]=[CH:11][C:5]([C:6]([O:8][CH2:9][CH3:10])=[O:7])=[CH:4][C:3]=1I.[Li+].[Cl-].C1C=CC(P(C2C=CC=CC=2)C2C=CC=CC=2)=CC=1.C([O-])([O-])=O.[K+].[K+].[C:41]1([C:47]#[C:48][CH3:49])[CH:46]=[CH:45][CH:44]=[CH:43][CH:42]=1, predict the reaction product. (3) Given the reactants C(Cl)(=O)C(Cl)=O.CS(C)=O.[C:11]1([CH2:17][CH2:18][CH2:19][OH:20])[CH:16]=[CH:15][CH:14]=[CH:13][CH:12]=1.C(N(CC)CC)C, predict the reaction product. The product is: [C:11]1([CH2:17][CH2:18][CH:19]=[O:20])[CH:16]=[CH:15][CH:14]=[CH:13][CH:12]=1. (4) Given the reactants [C:1]([C:4]1[N:8]([CH2:9][CH2:10][NH:11]C(=O)OC(C)(C)C)[N:7]=[C:6]([N:19]2[C:23]([CH3:24])=[CH:22][CH:21]=[C:20]2[CH3:25])[CH:5]=1)(=O)[CH3:2].C(O)(C(F)(F)F)=O, predict the reaction product. The product is: [CH3:25][C:20]1[N:19]([C:6]2[CH:5]=[C:4]3[C:1]([CH3:2])=[N:11][CH2:10][CH2:9][N:8]3[N:7]=2)[C:23]([CH3:24])=[CH:22][CH:21]=1. (5) Given the reactants [NH2:1][C:2]1[NH:6][N:5]=[C:4]([C:7]([O:9][CH2:10][CH3:11])=[O:8])[CH:3]=1.N1C=CC=CC=1.[Cl:18][C:19]1[CH:27]=[C:26]([F:28])[C:25]([F:29])=[CH:24][C:20]=1[C:21](Cl)=[O:22], predict the reaction product. The product is: [Cl:18][C:19]1[CH:27]=[C:26]([F:28])[C:25]([F:29])=[CH:24][C:20]=1[C:21]([NH:1][C:2]1[NH:6][N:5]=[C:4]([C:7]([O:9][CH2:10][CH3:11])=[O:8])[CH:3]=1)=[O:22]. (6) The product is: [Cl:1][C:2]1[N:11]=[C:10]([NH:22][CH:20]([CH3:21])[CH2:19][CH2:18][CH2:17][N:16]([CH2:23][CH3:24])[CH2:14][CH3:15])[C:9]2[C:4](=[CH:5][C:6]([Cl:13])=[CH:7][CH:8]=2)[N:3]=1. Given the reactants [Cl:1][C:2]1[N:11]=[C:10](Cl)[C:9]2[C:4](=[CH:5][C:6]([Cl:13])=[CH:7][CH:8]=2)[N:3]=1.[CH2:14]([N:16]([CH2:23][CH3:24])[CH2:17][CH2:18][CH2:19][CH:20]([NH2:22])[CH3:21])[CH3:15], predict the reaction product. (7) Given the reactants [CH:1]1[C:10]2[C:5](=[CH:6][CH:7]=[CH:8][CH:9]=2)[CH:4]=[CH:3][C:2]=1B(O)O.Br[C:15]1[CH:16]=[C:17]([CH:20]=[CH:21][C:22]=1[O:23][CH2:24][CH:25]1[CH2:30][CH2:29][CH2:28][CH2:27][CH2:26]1)[CH:18]=[O:19].C(=O)([O-])[O-].[Na+].[Na+].C1(C)C=CC=CC=1, predict the reaction product. The product is: [CH:25]1([CH2:24][O:23][C:22]2[CH:21]=[CH:20][C:17]([CH:18]=[O:19])=[CH:16][C:15]=2[C:2]2[CH:3]=[CH:4][C:5]3[C:10](=[CH:9][CH:8]=[CH:7][CH:6]=3)[CH:1]=2)[CH2:26][CH2:27][CH2:28][CH2:29][CH2:30]1. (8) The product is: [CH3:1][O:2][C:3]1[N:8]=[CH:7][C:6]([CH2:9][NH:10][C:11]2[C:16]([C:17]([NH:19][C:20]3[CH:25]=[CH:24][C:23]([CH2:26][CH2:27][CH3:28])=[C:22]([C:29]([F:32])([F:31])[F:30])[CH:21]=3)=[O:18])=[CH:15][CH:14]=[CH:13][N:12]=2)=[CH:5][CH:4]=1. Given the reactants [CH3:1][O:2][C:3]1[N:8]=[CH:7][C:6]([CH2:9][NH:10][C:11]2[C:16]([C:17]([NH:19][C:20]3[CH:25]=[CH:24][C:23]([C:26]#[C:27][CH3:28])=[C:22]([C:29]([F:32])([F:31])[F:30])[CH:21]=3)=[O:18])=[CH:15][CH:14]=[CH:13][N:12]=2)=[CH:5][CH:4]=1.[H][H], predict the reaction product.